Dataset: Catalyst prediction with 721,799 reactions and 888 catalyst types from USPTO. Task: Predict which catalyst facilitates the given reaction. (1) Reactant: Cl[C:2]1[N:7]=[CH:6][N:5]=[C:4]2[N:8]([CH3:11])[N:9]=[CH:10][C:3]=12.[NH2:12][C:13]1[CH:14]=[C:15]([CH:29]=[CH:30][C:31]=1[CH3:32])[C:16]([NH:18][C:19]1[CH:24]=[CH:23][CH:22]=[C:21]([C:25]([F:28])([F:27])[F:26])[CH:20]=1)=[O:17]. Product: [CH3:32][C:31]1[CH:30]=[CH:29][C:15]([C:16]([NH:18][C:19]2[CH:24]=[CH:23][CH:22]=[C:21]([C:25]([F:26])([F:27])[F:28])[CH:20]=2)=[O:17])=[CH:14][C:13]=1[NH:12][C:2]1[N:7]=[CH:6][N:5]=[C:4]2[N:8]([CH3:11])[N:9]=[CH:10][C:3]=12. The catalyst class is: 107. (2) Reactant: Br[C:2]1[N:7]=[C:6]([C:8]2[C:16]3[C:11](=[N:12][C:13]([NH:17][CH2:18][CH2:19][N:20]4[CH2:25][CH2:24][O:23][CH2:22][CH2:21]4)=[N:14][CH:15]=3)[N:10]([CH2:26][O:27][CH2:28][CH2:29][Si:30]([CH3:33])([CH3:32])[CH3:31])[N:9]=2)[CH:5]=[CH:4][CH:3]=1.[Cl:34][C:35]1[CH:42]=[CH:41][CH:40]=[CH:39][C:36]=1[CH2:37][NH2:38].CN(C1C(C2C(P(C3CCCCC3)C3CCCCC3)=CC=CC=2)=CC=CC=1)C.C(O[Na])(C)(C)C. Product: [Cl:34][C:35]1[CH:42]=[CH:41][CH:40]=[CH:39][C:36]=1[CH2:37][NH:38][C:2]1[N:7]=[C:6]([C:8]2[C:16]3[C:11](=[N:12][C:13]([NH:17][CH2:18][CH2:19][N:20]4[CH2:25][CH2:24][O:23][CH2:22][CH2:21]4)=[N:14][CH:15]=3)[N:10]([CH2:26][O:27][CH2:28][CH2:29][Si:30]([CH3:33])([CH3:32])[CH3:31])[N:9]=2)[CH:5]=[CH:4][CH:3]=1. The catalyst class is: 102. (3) Reactant: CC(C1C=C2CC[C@@H]3[C@](C(O)=O)(CCCC3(C)C)C2=C(O)C=1[OH:10])C.C1(N=C=NC2CCCCC2)CCCCC1.[C:40](NCCCCCN)(=[O:54])[CH2:41][CH2:42][CH2:43][CH2:44][C@H:45]1[C@@H:53]2[C@@H:48]([NH:49][C:50]([NH:52]2)=[O:51])[CH2:47][S:46]1.Cl. Product: [OH:10][C:40]([CH2:41][CH2:42][CH2:43][CH2:44][C@H:45]1[C@@H:53]2[C@@H:48]([NH:49][C:50]([NH:52]2)=[O:51])[CH2:47][S:46]1)=[O:54]. The catalyst class is: 10.